From a dataset of Catalyst prediction with 721,799 reactions and 888 catalyst types from USPTO. Predict which catalyst facilitates the given reaction. (1) Reactant: [Br:1][C:2]1[C:7]([CH3:8])=[CH:6][C:5]([OH:9])=[CH:4][C:3]=1[CH3:10].C1(C)C=CC(S(O[CH2:21][C@H:22]2[CH2:26][O:25][C:24]([CH3:28])([CH3:27])[O:23]2)(=O)=O)=CC=1.C([O-])([O-])=O.[K+].[K+]. Product: [Br:1][C:2]1[C:7]([CH3:8])=[CH:6][C:5]([O:9][CH2:21][C@H:22]2[CH2:26][O:25][C:24]([CH3:28])([CH3:27])[O:23]2)=[CH:4][C:3]=1[CH3:10]. The catalyst class is: 508. (2) Reactant: [Br:1][C:2]1[CH:3]=[C:4]2[N:10]=[C:9]([C:11]3[CH:16]=[CH:15][C:14]([CH3:17])=[CH:13][CH:12]=3)[NH:8][C:5]2=[N:6][CH:7]=1.[Br:18]Br. Product: [Br:1][C:2]1[CH:3]=[C:4]2[N:10]=[C:9]([C:11]3[CH:16]=[CH:15][C:14]([CH2:17][Br:18])=[CH:13][CH:12]=3)[NH:8][C:5]2=[N:6][CH:7]=1. The catalyst class is: 15.